From a dataset of Full USPTO retrosynthesis dataset with 1.9M reactions from patents (1976-2016). Predict the reactants needed to synthesize the given product. (1) Given the product [CH:16]([NH:19][CH2:5][C:4]1[CH:7]=[C:8]([O:11][C:12]([F:15])([F:14])[F:13])[CH:9]=[CH:10][C:3]=1[O:2][CH3:1])([CH3:18])[CH3:17], predict the reactants needed to synthesize it. The reactants are: [CH3:1][O:2][C:3]1[CH:10]=[CH:9][C:8]([O:11][C:12]([F:15])([F:14])[F:13])=[CH:7][C:4]=1[CH:5]=O.[CH:16]([NH2:19])([CH3:18])[CH3:17].C(O[BH-](OC(=O)C)OC(=O)C)(=O)C.[Na+]. (2) Given the product [F:1][C:2]1[CH:3]=[CH:4][C:5]([O:13][CH2:14][CH2:15][CH3:16])=[C:6]([CH2:8][CH2:9][C:10]([N:20]([CH:17]([CH3:19])[CH3:18])[NH:21][C:22](=[O:29])[C:23]2[CH:28]=[CH:27][CH:26]=[CH:25][CH:24]=2)=[O:12])[CH:7]=1, predict the reactants needed to synthesize it. The reactants are: [F:1][C:2]1[CH:3]=[CH:4][C:5]([O:13][CH2:14][CH2:15][CH3:16])=[C:6]([CH2:8][CH2:9][C:10]([OH:12])=O)[CH:7]=1.[CH:17]([NH:20][NH:21][C:22](=[O:29])[C:23]1[CH:28]=[CH:27][CH:26]=[CH:25][CH:24]=1)([CH3:19])[CH3:18].C(N(C(C)C)CC)(C)C.C1CN([P+](Br)(N2CCCC2)N2CCCC2)CC1.F[P-](F)(F)(F)(F)F. (3) Given the product [C:3]1(=[O:13])[CH2:1][CH2:2][CH2:4][CH2:5][CH2:6][CH2:7][CH2:8][CH2:9][CH2:10][CH2:11][CH2:12]1, predict the reactants needed to synthesize it. The reactants are: [CH:1]([C:3]1([OH:13])[CH2:12][CH2:11][CH2:10][CH2:9][CH2:8][CH2:7][CH2:6][CH2:5][CH2:4]1)=[CH2:2].C1(=O)CCCCCCCCC1. (4) The reactants are: [CH3:1][O:2][C:3](=[O:16])[C:4]1[C:5](=[CH:9][C:10]([O:14][CH3:15])=[CH:11][C:12]=1C)[C:6](O)=O.C1C=CC(P([N:31]=[N+]=[N-])(C2C=CC=CC=2)=O)=CC=1.O.[N-]=C=O. Given the product [CH3:1][O:2][C:3](=[O:16])[C:4]1[C:5]([CH3:6])=[CH:9][C:10]([O:14][CH3:15])=[CH:11][C:12]=1[NH2:31], predict the reactants needed to synthesize it. (5) Given the product [Cl:12][C:7]1[C:6]2[O:13][C@H:2]([CH:14]([CH3:16])[CH3:15])[C:3](=[O:18])[NH:4][C:5]=2[CH:10]=[C:9]([CH3:11])[CH:8]=1, predict the reactants needed to synthesize it. The reactants are: Cl[C@@H:2]([CH:14]([CH3:16])[CH3:15])[CH2:3][N-:4][C:5]1[CH:10]=[C:9]([CH3:11])[CH:8]=[C:7]([Cl:12])[C:6]=1[OH:13].C(=O)([O-])[O-:18].[K+].[K+].O.Cl. (6) Given the product [CH3:39][C:34]1([CH3:40])[C:35]([CH3:38])([CH3:37])[O:36][B:32]([C:26]2[CH:21]=[CH:22][C:23]([OH:52])=[C:24]([C:28]([F:31])([F:30])[F:29])[CH:25]=2)[O:33]1, predict the reactants needed to synthesize it. The reactants are: C1(P(C2CCCCC2)C2CCCCC2)CCCCC1.Br[C:21]1[CH:26]=[CH:25][C:24]([C:28]([F:31])([F:30])[F:29])(O)[CH2:23][CH:22]=1.[B:32]1([B:32]2[O:36][C:35]([CH3:38])([CH3:37])[C:34]([CH3:40])([CH3:39])[O:33]2)[O:36][C:35]([CH3:38])([CH3:37])[C:34]([CH3:40])([CH3:39])[O:33]1.C([O-])(=[O:52])C.[K+]. (7) Given the product [ClH:24].[C:1]1([C:7]2[CH:11]=[C:10]([CH2:12][O:13][C:14]3[C:23]4[C:18](=[CH:19][CH:20]=[CH:21][CH:22]=4)[N:17]=[CH:16][N:15]=3)[O:9][N:8]=2)[CH:2]=[CH:3][CH:4]=[CH:5][CH:6]=1, predict the reactants needed to synthesize it. The reactants are: [C:1]1([C:7]2[CH:11]=[C:10]([CH2:12][O:13][C:14]3[C:23]4[C:18](=[CH:19][CH:20]=[CH:21][CH:22]=4)[N:17]=[CH:16][N:15]=3)[O:9][N:8]=2)[CH:6]=[CH:5][CH:4]=[CH:3][CH:2]=1.[ClH:24]. (8) Given the product [F:1][C:2]1[CH:10]=[C:6]([C:7]([NH:20][C@H:21]([C:23]2[CH:32]=[CH:31][C:26]([C:27]([O:29][CH3:30])=[O:28])=[CH:25][CH:24]=2)[CH3:22])=[O:9])[C:5]([O:11][C:12]2[CH:17]=[CH:16][CH:15]=[C:14]([F:18])[CH:13]=2)=[N:4][CH:3]=1, predict the reactants needed to synthesize it. The reactants are: [F:1][C:2]1[CH:3]=[N:4][C:5]([O:11][C:12]2[CH:17]=[CH:16][CH:15]=[C:14]([F:18])[CH:13]=2)=[C:6]([CH:10]=1)[C:7]([OH:9])=O.Cl.[NH2:20][C@H:21]([C:23]1[CH:32]=[CH:31][C:26]([C:27]([O:29][CH3:30])=[O:28])=[CH:25][CH:24]=1)[CH3:22]. (9) Given the product [F:17][C:18]1[CH:19]=[CH:20][C:21]([CH2:22][N:23]2[CH2:27][CH2:26][C@@H:25]([NH:28][C:2]3[N:3]=[CH:4][C:5](/[CH:8]=[CH:9]/[C:10]([O:12][CH2:13][CH3:14])=[O:11])=[N:6][CH:7]=3)[CH2:24]2)=[CH:29][CH:30]=1, predict the reactants needed to synthesize it. The reactants are: Cl[C:2]1[N:3]=[CH:4][C:5](/[CH:8]=[CH:9]/[C:10]([O:12][CH2:13][CH3:14])=[O:11])=[N:6][CH:7]=1.Cl.Cl.[F:17][C:18]1[CH:30]=[CH:29][C:21]([CH2:22][N:23]2[CH2:27][CH2:26][C@@H:25]([NH2:28])[CH2:24]2)=[CH:20][CH:19]=1.C(N(CC)CC)C. (10) Given the product [CH3:18][C:9]1[CH:8]=[C:7]([B:21]([OH:22])[OH:20])[CH:12]=[CH:11][C:10]=1[O:13][C:14]([F:17])([F:16])[F:15], predict the reactants needed to synthesize it. The reactants are: C([Li])CCC.Br[C:7]1[CH:12]=[CH:11][C:10]([O:13][C:14]([F:17])([F:16])[F:15])=[C:9]([CH3:18])[CH:8]=1.C[O:20][B:21](C)[O:22]C.Cl.